From a dataset of Forward reaction prediction with 1.9M reactions from USPTO patents (1976-2016). Predict the product of the given reaction. (1) Given the reactants [H-].C([Al+]CC(C)C)C(C)C.[Cl:11][C:12]1[CH:13]=[C:14]2[C:18](=[CH:19][CH:20]=1)[N:17]([CH3:21])[C:16]([C:22]1[CH:27]=[CH:26][C:25]([Cl:28])=[CH:24][CH:23]=1)=[C:15]2[CH2:29][CH2:30][C:31](OC)=[O:32].CO.Cl, predict the reaction product. The product is: [Cl:11][C:12]1[CH:13]=[C:14]2[C:18](=[CH:19][CH:20]=1)[N:17]([CH3:21])[C:16]([C:22]1[CH:27]=[CH:26][C:25]([Cl:28])=[CH:24][CH:23]=1)=[C:15]2[CH2:29][CH2:30][CH:31]=[O:32]. (2) Given the reactants Br[C:2]1[CH:7]=[CH:6][C:5]2[C:8]3[C:9]([NH:17][CH2:18][C:19]4[CH:24]=[CH:23][C:22]([O:25][CH3:26])=[CH:21][CH:20]=4)=[N:10][CH:11]=[C:12]([C:15]#[N:16])[C:13]=3[S:14][C:4]=2[CH:3]=1.B1([C:33]2[CH:38]=[CH:37][CH:36]=[N:35][CH:34]=2)OCCCO1.C([O-])([O-])=O.[Na+].[Na+], predict the reaction product. The product is: [CH3:26][O:25][C:22]1[CH:23]=[CH:24][C:19]([CH2:18][NH:17][C:9]2[C:8]3[C:5]4[CH:6]=[CH:7][C:2]([C:33]5[CH:34]=[N:35][CH:36]=[CH:37][CH:38]=5)=[CH:3][C:4]=4[S:14][C:13]=3[C:12]([C:15]#[N:16])=[CH:11][N:10]=2)=[CH:20][CH:21]=1. (3) Given the reactants [OH:1][C:2]1[CH:7]=[C:6]([O:8][CH3:9])[CH:5]=[CH:4][C:3]=1[CH:10]1[CH2:14][N:13]([C:15]2[CH:16]=[C:17]([CH:21]=[CH:22][CH:23]=2)[C:18]([NH2:20])=[O:19])[C:12](=[O:24])[CH2:11]1.[Cl:25][C:26]1[CH:27]=[C:28](B(O)O)[CH:29]=[CH:30][CH:31]=1.N(C)(C)C, predict the reaction product. The product is: [Cl:25][C:26]1[CH:31]=[C:30]([CH:29]=[CH:28][CH:27]=1)[O:1][C:2]1[CH:7]=[C:6]([O:8][CH3:9])[CH:5]=[CH:4][C:3]=1[CH:10]1[CH2:14][N:13]([C:15]2[CH:16]=[C:17]([CH:21]=[CH:22][CH:23]=2)[C:18]([NH2:20])=[O:19])[C:12](=[O:24])[CH2:11]1. (4) Given the reactants [H][H].[C:3]([O:7][C:8]([C:10]12[CH2:21][CH2:20][CH2:19][N:11]1[CH2:12][C:13]1[C:18]2=[CH:17][CH:16]=[CH:15][CH:14]=1)=[O:9])([CH3:6])([CH3:5])[CH3:4], predict the reaction product. The product is: [C:3]([O:7][C:8]([C:10]12[CH2:21][CH2:20][CH2:19][N:11]1[CH2:12][CH:13]1[C:18]2=[CH:17][CH2:16][CH2:15][CH2:14]1)=[O:9])([CH3:6])([CH3:4])[CH3:5]. (5) Given the reactants Cl[C:2]1[N:7]=[C:6]([NH:8][C:9]2[NH:10][N:11]=[C:12]([CH2:14][CH2:15][C:16]3[CH:21]=[C:20]([O:22][CH3:23])[CH:19]=[C:18]([Cl:24])[CH:17]=3)[CH:13]=2)[CH:5]=[CH:4][N:3]=1.Cl.[NH2:26][CH2:27][C:28]1[O:32][N:31]=[C:30]([C:33]([NH2:35])=[O:34])[CH:29]=1.C(N(C(C)C)C(C)C)C, predict the reaction product. The product is: [Cl:24][C:18]1[CH:17]=[C:16]([CH2:15][CH2:14][C:12]2[CH:13]=[C:9]([NH:8][C:6]3[CH:5]=[CH:4][N:3]=[C:2]([NH:26][CH2:27][C:28]4[O:32][N:31]=[C:30]([C:33]([NH2:35])=[O:34])[CH:29]=4)[N:7]=3)[NH:10][N:11]=2)[CH:21]=[C:20]([O:22][CH3:23])[CH:19]=1. (6) Given the reactants [C:1]([NH:8][CH2:9][CH2:10][C:11]([OH:13])=O)([O:3][C:4]([CH3:7])([CH3:6])[CH3:5])=[O:2].C(N1C=CN=C1)(N1C=CN=C1)=O.[C:26]1([NH2:33])[CH:31]=[CH:30][CH:29]=[C:28]([NH2:32])[CH:27]=1.C(=O)([O-])O.[Na+], predict the reaction product. The product is: [NH2:32][C:28]1[CH:27]=[C:26]([NH:33][C:11](=[O:13])[CH2:10][CH2:9][NH:8][C:1](=[O:2])[O:3][C:4]([CH3:5])([CH3:6])[CH3:7])[CH:31]=[CH:30][CH:29]=1.